This data is from Reaction yield outcomes from USPTO patents with 853,638 reactions. The task is: Predict the reaction yield, written as a fraction of the theoretical maximum amount of product (1.0 means a 100% yield; for example, 0.34 means a 34% yield). (1) The reactants are [F:1][C:2]1[CH:7]=[C:6]([OH:8])[C:5]([F:9])=[CH:4][C:3]=1[NH:10][C:11](=[O:20])[O:12][CH2:13][C:14]1[CH:19]=[CH:18][CH:17]=[CH:16][CH:15]=1.[Cl:21][C:22]1[CH:27]=[C:26](Cl)[N:25]=[CH:24][N:23]=1.C(=O)([O-])[O-].[K+].[K+].O. The catalyst is CN(C)C=O. The product is [Cl:21][C:22]1[CH:27]=[C:26]([O:8][C:6]2[C:5]([F:9])=[CH:4][C:3]([NH:10][C:11](=[O:20])[O:12][CH2:13][C:14]3[CH:15]=[CH:16][CH:17]=[CH:18][CH:19]=3)=[C:2]([F:1])[CH:7]=2)[N:25]=[CH:24][N:23]=1. The yield is 0.890. (2) The reactants are [Br:1][C:2]1[CH:10]=[C:9]2[C:5]([CH:6]=[CH:7][NH:8]2)=[C:4]([N+:11]([O-])=O)[CH:3]=1. The catalyst is C(O)(=O)C.[Fe]. The product is [Br:1][C:2]1[CH:3]=[C:4]([NH2:11])[C:5]2[CH:6]=[CH:7][NH:8][C:9]=2[CH:10]=1. The yield is 1.00.